The task is: Predict the reaction yield, written as a fraction of the theoretical maximum amount of product (1.0 means a 100% yield; for example, 0.34 means a 34% yield).. This data is from Reaction yield outcomes from USPTO patents with 853,638 reactions. (1) The reactants are [OH:1][CH2:2][CH2:3][N:4]1[C:12]2[CH:11]=[CH:10][CH:9]=[CH:8][C:7]=2[C:6]2[CH2:13][CH2:14][N:15]([C:18]([O:20][C:21]([CH3:24])([CH3:23])[CH3:22])=[O:19])[CH2:16][CH2:17][C:5]1=2.[Cl:25][C:26]1[CH:31]=[CH:30][C:29](O)=[CH:28][CH:27]=1.C1(P(C2C=CC=CC=2)C2C=CC=CC=2)C=CC=CC=1.N(C(OCC)=O)=NC(OCC)=O. The catalyst is C1COCC1. The product is [Cl:25][C:26]1[CH:31]=[CH:30][C:29]([O:1][CH2:2][CH2:3][N:4]2[C:12]3[CH:11]=[CH:10][CH:9]=[CH:8][C:7]=3[C:6]3[CH2:13][CH2:14][N:15]([C:18]([O:20][C:21]([CH3:24])([CH3:23])[CH3:22])=[O:19])[CH2:16][CH2:17][C:5]2=3)=[CH:28][CH:27]=1. The yield is 0.880. (2) The reactants are Cl[C:2]1[C:7]([NH2:8])=[C:6]([Cl:9])[N:5]=[C:4]([CH3:10])[N:3]=1.[C:11]([N:16]=[C:17]=[S:18])(=[O:15])[O:12][CH2:13][CH3:14]. The catalyst is C1(C)C=CC=CC=1. The product is [Cl:9][C:6]1[C:7]2[N:8]=[C:17]([NH:16][C:11](=[O:15])[O:12][CH2:13][CH3:14])[S:18][C:2]=2[N:3]=[C:4]([CH3:10])[N:5]=1. The yield is 0.705. (3) The reactants are FC1C=C2C(C(I)=CN2S(C2C=CC=CC=2)(=O)=O)=CC=1.C1(S([N:30]2[C:38]3[C:33](=[CH:34][CH:35]=[CH:36][CH:37]=3)[C:32]([C:39]3[CH:47]=[CH:46][C:42]4[N:43]=[CH:44][O:45][C:41]=4[CH:40]=3)=[CH:31]2)(=O)=O)C=CC=CC=1. No catalyst specified. The product is [NH:30]1[C:38]2[C:33](=[CH:34][CH:35]=[CH:36][CH:37]=2)[C:32]([C:39]2[CH:47]=[CH:46][C:42]3[N:43]=[CH:44][O:45][C:41]=3[CH:40]=2)=[CH:31]1. The yield is 0.490. (4) The reactants are [C:1]([O:5][C:6]([NH:8][C@:9]1([C:14]([OH:16])=O)[CH2:11][C@H:10]1[CH:12]=[CH2:13])=[O:7])([CH3:4])([CH3:3])[CH3:2].C1N=CN(C(N2C=NC=C2)=O)C=1.[CH:29]1([S:32]([NH2:35])(=[O:34])=[O:33])[CH2:31][CH2:30]1.C1CCN2C(=NCCC2)CC1. The catalyst is C1COCC1. The product is [C:1]([O:5][C:6]([NH:8][C@:9]1([C:14]([NH:35][S:32]([CH:29]2[CH2:31][CH2:30]2)(=[O:34])=[O:33])=[O:16])[CH2:11][C@H:10]1[CH:12]=[CH2:13])=[O:7])([CH3:2])([CH3:3])[CH3:4]. The yield is 0.920. (5) The reactants are [Cl:1][CH2:2][CH2:3][O:4][C:5]1[CH:33]=[CH:32][C:8]([C:9]([CH:11]2[C:19](=[O:20])[C:18]3[C:13](=[CH:14][CH:15]=[CH:16][C:17]=3[NH:21][C:22]([NH:24][N:25]3[CH2:30][CH2:29][O:28][CH2:27][CH2:26]3)=[O:23])[C:12]2=O)=O)=[CH:7][CH:6]=1.O.[NH2:35][NH2:36].CC(O)=O. The catalyst is CCO. The product is [Cl:1][CH2:2][CH2:3][O:4][C:5]1[CH:33]=[CH:32][C:8]([C:9]2[NH:36][N:35]=[C:12]3[C:13]4[C:18]([C:19](=[O:20])[C:11]=23)=[C:17]([NH:21][C:22]([NH:24][N:25]2[CH2:30][CH2:29][O:28][CH2:27][CH2:26]2)=[O:23])[CH:16]=[CH:15][CH:14]=4)=[CH:7][CH:6]=1. The yield is 0.610.